This data is from Drug-target binding data from BindingDB using Kd measurements. The task is: Regression. Given a target protein amino acid sequence and a drug SMILES string, predict the binding affinity score between them. We predict pKd (pKd = -log10(Kd in M); higher means stronger binding). Dataset: bindingdb_kd. The small molecule is COc1c(Cl)cc2c([nH]c3cnccc32)c1NC(=O)c1cccnc1C. The target protein (Q8WXR4) has sequence MKHLYGLFHYNPMMLGLESLPDPTDTWEIIETIGKGTYGKVYKVTNKRDGSLAAVKILDPVSDMDEEIEAEYNILQFLPNHPNVVKFYGMFYKADHCVGGQLWLVLELCNGGSVTELVKGLLRCGQRLDEAMISYILYGALLGLQHLHNNRIIHRDVKGNNILLTTEGGVKLVDFGVSAQLTSTRLRRNTSVGTPFWMAPEVIACEQQYDSSYDARCDVWSLGITAIELGDGDPPLFDMHPVKTLFKIPRNPPPTLLHPEKWCEEFNHFISQCLIKDFERRPSVTHLLDHPFIKGVHGKVLFLQKQLAKVLQDQKHQNPVAKTRHERMHTRRPYHVEDAEKYCLEDDLVNLEVLDEDTIIHQLQKRYADLLIYTYVGDILIALNPFQNLSIYSPQFSRLYHGVKRASNPPHIFASADAAYQCMVTLSKDQCIVISGESGSGKTESAHLIVQHLTFLGKANNQTLREKILQVNSLVEAFGNSCTAINDNSSRFGKYLEMMF.... The pKd is 5.0.